This data is from Full USPTO retrosynthesis dataset with 1.9M reactions from patents (1976-2016). The task is: Predict the reactants needed to synthesize the given product. (1) Given the product [NH2:8][CH:9]([CH2:22][O:23][CH:24]([F:25])[F:26])[C:10]([NH:12][CH2:13][C:14]1[CH:19]=[CH:18][C:17]([F:20])=[C:16]([F:21])[CH:15]=1)=[O:11], predict the reactants needed to synthesize it. The reactants are: C([N:8](CC1C=CC=CC=1)[CH:9]([CH2:22][O:23][CH:24]([F:26])[F:25])[C:10]([NH:12][CH2:13][C:14]1[CH:19]=[CH:18][C:17]([F:20])=[C:16]([F:21])[CH:15]=1)=[O:11])C1C=CC=CC=1.C(N(CC)CC)C.C(OC(=O)C)(=O)C. (2) Given the product [Cl:29][C:30]1[CH:35]=[CH:34][C:33]([S:36][C:9]2[CH:10]=[CH:11][CH:12]=[CH:13][C:8]=2[N:4]2[CH2:5][CH2:6][NH:7][CH:2]([CH3:1])[CH2:3]2)=[CH:32][CH:31]=1, predict the reactants needed to synthesize it. The reactants are: [CH3:1][CH:2]1[NH:7][CH2:6][CH2:5][N:4]([C:8]2[CH:13]=[CH:12][CH:11]=[CH:10][C:9]=2N)[CH2:3]1.S(=O)(=O)(O)O.N([O-])=O.[Na+].C([O-])(=O)C.[Na+].[Cl:29][C:30]1[CH:35]=[CH:34][C:33]([SH:36])=[CH:32][CH:31]=1. (3) Given the product [F:1][C:2]1[CH:7]=[C:6]([C:8]2[C:16]([C:17]3[CH:22]=[CH:21][N:20]=[C:19]([S:23]([CH3:24])=[O:30])[N:18]=3)=[C:11]3[CH:12]=[CH:13][CH:14]=[CH:15][N:10]3[N:9]=2)[CH:5]=[CH:4][N:3]=1, predict the reactants needed to synthesize it. The reactants are: [F:1][C:2]1[CH:7]=[C:6]([C:8]2[C:16]([C:17]3[CH:22]=[CH:21][N:20]=[C:19]([S:23][CH3:24])[N:18]=3)=[C:11]3[CH:12]=[CH:13][CH:14]=[CH:15][N:10]3[N:9]=2)[CH:5]=[CH:4][N:3]=1.ClC1C=C(C=CC=1)C(OO)=[O:30]. (4) Given the product [Br:1][C:2]1[CH:3]=[CH:4][C:5]2[O:9][N:8]=[C:7]([N:10]([C:12]([O:14][C:15]([CH3:18])([CH3:17])[CH3:16])=[O:13])[C:12]([O:14][C:15]([CH3:18])([CH3:17])[CH3:16])=[O:13])[C:6]=2[CH:11]=1, predict the reactants needed to synthesize it. The reactants are: [Br:1][C:2]1[CH:3]=[CH:4][C:5]2[O:9][N:8]=[C:7]([NH2:10])[C:6]=2[CH:11]=1.[C:12](O[C:12]([O:14][C:15]([CH3:18])([CH3:17])[CH3:16])=[O:13])([O:14][C:15]([CH3:18])([CH3:17])[CH3:16])=[O:13].